The task is: Predict the reactants needed to synthesize the given product.. This data is from Full USPTO retrosynthesis dataset with 1.9M reactions from patents (1976-2016). (1) Given the product [CH2:1]([O:3][C:4]([CH:6]([O:13][C:14](=[O:21])[C:15]1[CH:20]=[CH:19][CH:18]=[CH:17][CH:16]=1)[O:7][C:8]([Cl:43])=[O:9])=[O:5])[CH3:2], predict the reactants needed to synthesize it. The reactants are: [CH2:1]([O:3][C:4]([CH:6]([O:13][C:14](=[O:21])[C:15]1[CH:20]=[CH:19][CH:18]=[CH:17][CH:16]=1)[O:7][C:8](SCC)=[O:9])=[O:5])[CH3:2].C(OC(C(OC(=O)C(C)C)OC(SCC)=O)=O)C.S(Cl)([Cl:43])(=O)=O. (2) Given the product [Cl:24][C:20]1[N:19]=[C:18]([NH:17][C:2]2[CH:3]=[C:4]3[C:12](=[CH:13][N:14]=2)[N:11]=[C:10]2[N:5]3[C:6]([CH3:16])([CH3:15])[CH2:7][CH2:8][O:9]2)[CH:23]=[CH:22][N:21]=1, predict the reactants needed to synthesize it. The reactants are: Br[C:2]1[CH:3]=[C:4]2[C:12](=[CH:13][N:14]=1)[N:11]=[C:10]1[N:5]2[C:6]([CH3:16])([CH3:15])[CH2:7][CH2:8][O:9]1.[NH2:17][C:18]1[CH:23]=[CH:22][N:21]=[C:20]([Cl:24])[N:19]=1.C1(P(C2C=CC=CC=2)C2C3OC4C(=CC=CC=4P(C4C=CC=CC=4)C4C=CC=CC=4)C(C)(C)C=3C=CC=2)C=CC=CC=1.C(=O)([O-])[O-].[Cs+].[Cs+].